From a dataset of Forward reaction prediction with 1.9M reactions from USPTO patents (1976-2016). Predict the product of the given reaction. (1) Given the reactants [NH2:1][C:2]1[CH:3]=[C:4]([C:8]2[CH2:9][CH2:10][N:11]([C:14]([O:16][C:17]([CH3:20])([CH3:19])[CH3:18])=[O:15])[CH2:12][CH:13]=2)[CH:5]=[CH:6][CH:7]=1.C(N(C(C)C)CC)(C)C.[C:30](Cl)(=[O:34])[CH:31]([CH3:33])[CH3:32], predict the reaction product. The product is: [C:30]([NH:1][C:2]1[CH:3]=[C:4]([C:8]2[CH2:13][CH2:12][N:11]([C:14]([O:16][C:17]([CH3:20])([CH3:19])[CH3:18])=[O:15])[CH2:10][CH:9]=2)[CH:5]=[CH:6][CH:7]=1)(=[O:34])[CH:31]([CH3:33])[CH3:32]. (2) Given the reactants [C:1]([O:4][C@H:5]1[C@H:10]([O:11][C:12](=[O:14])[CH3:13])[C@@H:9]([O:15][C:16](=[O:18])[CH3:17])[C@H:8]([C:19]2[CH:24]=[CH:23][C:22]([Cl:25])=[C:21]([CH2:26][C:27]3[CH:32]=[CH:31][C:30]([C:33]#[C:34][Si](C)(C)C)=[CH:29][CH:28]=3)[CH:20]=2)[O:7][C@@H:6]1[CH2:39][O:40][C:41](=[O:43])[CH3:42])(=[O:3])[CH3:2].C(O)=[O:45], predict the reaction product. The product is: [C:1]([O:4][C@H:5]1[C@H:10]([O:11][C:12](=[O:14])[CH3:13])[C@@H:9]([O:15][C:16](=[O:18])[CH3:17])[C@H:8]([C:19]2[CH:24]=[CH:23][C:22]([Cl:25])=[C:21]([CH2:26][C:27]3[CH:32]=[CH:31][C:30]([C:33](=[O:45])[CH3:34])=[CH:29][CH:28]=3)[CH:20]=2)[O:7][C@@H:6]1[CH2:39][O:40][C:41](=[O:43])[CH3:42])(=[O:3])[CH3:2].